Dataset: Forward reaction prediction with 1.9M reactions from USPTO patents (1976-2016). Task: Predict the product of the given reaction. (1) Given the reactants [BH4-].[Na+].[O:3]=[C:4]1[CH2:9][CH2:8][N:7]([C:10]([O:12][C:13]([CH3:16])([CH3:15])[CH3:14])=[O:11])[CH2:6][CH2:5]1, predict the reaction product. The product is: [OH:3][CH:4]1[CH2:5][CH2:6][N:7]([C:10]([O:12][C:13]([CH3:16])([CH3:15])[CH3:14])=[O:11])[CH2:8][CH2:9]1. (2) Given the reactants [S-:1][C:2]#[N:3].[K+].[NH2:5][C:6]1[CH:7]=[CH:8][C:9]([O:12][C:13]2[CH:14]=[C:15]([NH:20][C:21](=[O:27])[O:22][C:23]([CH3:26])([CH3:25])[CH3:24])[CH:16]=[CH:17][C:18]=2[CH3:19])=[N:10][CH:11]=1.BrBr, predict the reaction product. The product is: [NH2:3][C:2]1[S:1][C:11]2[C:6]([N:5]=1)=[CH:7][CH:8]=[C:9]([O:12][C:13]1[CH:14]=[C:15]([NH:20][C:21](=[O:27])[O:22][C:23]([CH3:25])([CH3:24])[CH3:26])[CH:16]=[CH:17][C:18]=1[CH3:19])[N:10]=2. (3) Given the reactants [F:1][C:2]([F:9])([F:8])[C:3]([O:5]CC)=O.C[O-].[Na+].CO.[CH3:15][C:16]([C:18]1[CH:23]=[CH:22][C:21]([S:24][CH3:25])=[CH:20][CH:19]=1)=[O:17].Cl, predict the reaction product. The product is: [F:9][C:2]([F:1])([F:8])[C:3](=[O:5])[CH2:15][C:16]([C:18]1[CH:23]=[CH:22][C:21]([S:24][CH3:25])=[CH:20][CH:19]=1)=[O:17]. (4) Given the reactants [CH2:1]([C@H:8]1[N:13]([C:14]([C:16]2[N:17]=[CH:18][N:19]([C@@H:27]3[CH2:32][CH2:31][CH2:30][CH2:29][C@@:28]3([OH:36])[CH2:33][O:34][CH3:35])[C:20]=2[C:21]2[CH:26]=[CH:25][CH:24]=[CH:23][CH:22]=2)=[O:15])[CH2:12][CH2:11][N:10](C(OC(C)(C)C)=O)[CH2:9]1)[C:2]1[CH:7]=[CH:6][CH:5]=[CH:4][CH:3]=1.C(OCC)(=O)C.Cl, predict the reaction product. The product is: [CH2:1]([C@@H:8]1[CH2:9][NH:10][CH2:11][CH2:12][N:13]1[C:14]([C:16]1[N:17]=[CH:18][N:19]([C@@H:27]2[CH2:32][CH2:31][CH2:30][CH2:29][C@:28]2([CH2:33][O:34][CH3:35])[OH:36])[C:20]=1[C:21]1[CH:22]=[CH:23][CH:24]=[CH:25][CH:26]=1)=[O:15])[C:2]1[CH:7]=[CH:6][CH:5]=[CH:4][CH:3]=1. (5) Given the reactants [Cl:1][C:2]1[N:7]=[C:6]([C:8]2[CH:9]=[C:10]([CH:19]=[CH:20][CH:21]=2)[CH2:11][NH:12][C:13]2[CH:14]=NC=C[CH:18]=2)[CH:5]=[CH:4][N:3]=1.[C:22](O[C:22]([O:24][C:25]([CH3:28])([CH3:27])[CH3:26])=[O:23])([O:24][C:25]([CH3:28])([CH3:27])[CH3:26])=[O:23].C(N(CC)C(C)C)(C)C, predict the reaction product. The product is: [C:25]([O:24][C:22](=[O:23])[N:12]([CH2:11][C:10]1[CH:19]=[CH:20][CH:21]=[C:8]([C:6]2[CH:5]=[CH:4][N:3]=[C:2]([Cl:1])[N:7]=2)[CH:9]=1)[CH:13]([CH3:18])[CH3:14])([CH3:28])([CH3:27])[CH3:26]. (6) Given the reactants CC1(C)[O:9][C:8](=[O:10])[C:5]2([CH2:7][CH2:6]2)[C:4](=[O:11])O1.[NH2:13][C:14]1[CH:19]=[CH:18][CH:17]=[C:16]([CH3:20])[CH:15]=1, predict the reaction product. The product is: [O:11]=[C:4]1[CH:5]([C:8]([OH:9])=[O:10])[CH2:7][CH2:6][N:13]1[C:14]1[CH:15]=[C:16]([CH3:20])[CH:17]=[CH:18][CH:19]=1.